Dataset: Full USPTO retrosynthesis dataset with 1.9M reactions from patents (1976-2016). Task: Predict the reactants needed to synthesize the given product. (1) Given the product [F:39][C:2]([F:38])([F:1])[C:3]1[CH:33]=[C:32]([C:34]([F:35])([F:36])[F:37])[CH:31]=[CH:30][C:4]=1[CH2:5][N:6]1[C:14]2[C:9](=[CH:10][C:11](/[CH:15]=[C:16]3/[C:17](=[O:29])[N:18]([C@@H:22]4[CH2:27][CH2:26][N:25]([CH2:40][CH3:41])[CH2:24][C@H:23]4[F:28])[C:19](=[O:21])[S:20]/3)=[CH:12][CH:13]=2)[CH:8]=[N:7]1, predict the reactants needed to synthesize it. The reactants are: [F:1][C:2]([F:39])([F:38])[C:3]1[CH:33]=[C:32]([C:34]([F:37])([F:36])[F:35])[CH:31]=[CH:30][C:4]=1[CH2:5][N:6]1[C:14]2[C:9](=[CH:10][C:11](/[CH:15]=[C:16]3/[C:17](=[O:29])[N:18]([C@@H:22]4[CH2:27][CH2:26][NH:25][CH2:24][C@H:23]4[F:28])[C:19](=[O:21])[S:20]/3)=[CH:12][CH:13]=2)[CH:8]=[N:7]1.[CH:40](=O)[CH3:41]. (2) Given the product [CH:1]1([N:7]([C@H:29]2[CH2:34][CH2:33][C@H:32]([CH3:35])[CH2:31][CH2:30]2)[C:8](=[O:28])[NH:9][C:10]2[S:11][C:12]([S:15]([NH:18][CH2:19][C:20]([NH:22][CH3:23])=[O:21])(=[O:16])=[O:17])=[CH:13][N:14]=2)[CH2:2][CH2:3][CH2:4][CH2:5][CH2:6]1, predict the reactants needed to synthesize it. The reactants are: [CH:1]1([N:7]([C@H:29]2[CH2:34][CH2:33][C@H:32]([CH3:35])[CH2:31][CH2:30]2)[C:8](=[O:28])[NH:9][C:10]2[S:11][C:12]([S:15]([N:18](C)[CH2:19][C:20]([N:22](CC)[CH2:23]C)=[O:21])(=[O:17])=[O:16])=[CH:13][N:14]=2)[CH2:6][CH2:5][CH2:4][CH2:3][CH2:2]1.C1(N([C@H]2CC[C@H](C)CC2)C(=O)NC2SC(S(NCC(O)=O)(=O)=O)=CN=2)CCCCC1.CN. (3) Given the product [CH3:22][C@H:9]1[N:8]([C:5]2[C:4]3[CH:23]=[CH:24][CH:25]=[N:26][C:3]=3[C:2]([C:38]3[CH:39]=[CH:40][C:35]([C:34]([F:45])([F:44])[F:33])=[CH:36][CH:37]=3)=[N:7][N:6]=2)[CH2:13][CH2:12][N:11]([C:14]([C:16]2[CH:21]=[CH:20][CH:19]=[CH:18][CH:17]=2)=[O:15])[CH2:10]1, predict the reactants needed to synthesize it. The reactants are: Cl[C:2]1[C:3]2[N:26]=[CH:25][CH:24]=[CH:23][C:4]=2[C:5]([N:8]2[CH2:13][CH2:12][N:11]([C:14]([C:16]3[CH:21]=[CH:20][CH:19]=[CH:18][CH:17]=3)=[O:15])[CH2:10][C@H:9]2[CH3:22])=[N:6][N:7]=1.C(=O)([O-])[O-].[Na+].[Na+].[F:33][C:34]([F:45])([F:44])[C:35]1[CH:40]=[CH:39][C:38](B(O)O)=[CH:37][CH:36]=1. (4) Given the product [NH2:40][C:39]1[N:38]=[CH:37][N:36]=[C:35]2[N:31]([CH:26]([CH3:27])[CH3:30])[N:32]=[C:33]([C:7]3[CH:8]=[C:3]([C:48](=[O:49])[CH3:50])[CH:4]=[CH:5][CH:6]=3)[C:34]=12, predict the reactants needed to synthesize it. The reactants are: CO[C:3]1[CH:8]=[C:7](B2OC(C)(C)C(C)(C)O2)[CH:6]=[CH:5][C:4]=1NC(=O)OC(C)(C)C.[CH:26]1([N:31]2[C:35]3=[N:36][CH:37]=[N:38][C:39]([NH2:40])=[C:34]3[C:33](I)=[N:32]2)[CH2:30]CC[CH2:27]1.C([O-])([O-])=O.[Na+].[Na+].[C:48](O)([C:50](F)(F)F)=[O:49].B(Br)(Br)Br. (5) The reactants are: [CH2:1]([Li])CCC.[C:6]1([S:12]([CH2:15][C:16]([CH3:30])([CH3:29])[CH2:17][CH2:18][N:19]2[CH2:24][CH2:23][CH:22]([C:25]([F:28])([F:27])[F:26])[CH2:21][CH2:20]2)(=[O:14])=[O:13])[CH:11]=[CH:10][CH:9]=[CH:8][CH:7]=1.CI. Given the product [C:6]1([S:12]([CH:15]([CH3:1])[C:16]([CH3:30])([CH3:29])[CH2:17][CH2:18][N:19]2[CH2:20][CH2:21][CH:22]([C:25]([F:28])([F:27])[F:26])[CH2:23][CH2:24]2)(=[O:14])=[O:13])[CH:7]=[CH:8][CH:9]=[CH:10][CH:11]=1, predict the reactants needed to synthesize it. (6) Given the product [OH:35][CH2:34][C:32]([N:1]1[CH2:4][CH:3]([NH:5][C:6]([C:8]2[C:12]3[N:13]=[CH:14][N:15]=[C:16]([C:17]4[C:25]5[O:24][CH2:23][O:22][C:21]=5[CH:20]=[CH:19][C:18]=4[O:26][CH2:27][CH:28]4[CH2:30][CH2:29]4)[C:11]=3[NH:10][CH:9]=2)=[O:7])[CH2:2]1)=[O:33], predict the reactants needed to synthesize it. The reactants are: [NH:1]1[CH2:4][CH:3]([NH:5][C:6]([C:8]2[C:12]3[N:13]=[CH:14][N:15]=[C:16]([C:17]4[C:25]5[O:24][CH2:23][O:22][C:21]=5[CH:20]=[CH:19][C:18]=4[O:26][CH2:27][CH:28]4[CH2:30][CH2:29]4)[C:11]=3[NH:10][CH:9]=2)=[O:7])[CH2:2]1.Cl[C:32]([CH2:34][O:35]C(=O)C)=[O:33]. (7) Given the product [CH3:1][O:2][C:3]1[CH:4]=[C:5]2[C:10](=[CH:11][C:12]=1[O:13][CH3:14])[N:9]=[CH:8][CH:7]=[C:6]2[O:15][C:16]1[CH:21]=[CH:20][C:19]([O:22][CH3:23])=[CH:18][C:17]=1[C:24](=[O:27])[CH2:25][CH3:26], predict the reactants needed to synthesize it. The reactants are: [CH3:1][O:2][C:3]1[CH:4]=[C:5]2[C:10](=[CH:11][C:12]=1[O:13][CH3:14])[N:9]=[CH:8][CH:7]=[C:6]2[O:15][C:16]1[CH:21]=[CH:20][C:19]([O:22][CH3:23])=[CH:18][C:17]=1[CH:24]([OH:27])[CH2:25][CH3:26].C1CCN2C(=NCCC2)CC1.[Cl-].O. (8) Given the product [C:22]([C:20]1[N:19]([CH3:26])[N:18]([CH2:27][C@H:28]2[CH2:32][CH2:31][CH2:30][O:29]2)/[C:17](=[N:16]/[C:14]([C:13]2[CH:33]=[C:34]([C:37]([F:38])([F:39])[F:40])[CH:35]=[CH:36][C:12]=2[CH2:8][C:7]([O:6][C:2]([CH3:5])([CH3:4])[CH3:3])=[O:10])=[O:15])/[CH:21]=1)([CH3:25])([CH3:23])[CH3:24], predict the reactants needed to synthesize it. The reactants are: [Br-].[C:2]([O:6][C:7](=[O:10])[CH2:8][Zn+])([CH3:5])([CH3:4])[CH3:3].Br[C:12]1[CH:36]=[CH:35][C:34]([C:37]([F:40])([F:39])[F:38])=[CH:33][C:13]=1[C:14](/[N:16]=[C:17]1/[N:18]([CH2:27][C@H:28]2[CH2:32][CH2:31][CH2:30][O:29]2)[N:19]([CH3:26])[C:20]([C:22]([CH3:25])([CH3:24])[CH3:23])=[CH:21]/1)=[O:15].C1(P(C2CCCCC2)C2C=CC=CC=2C2C(OC)=CC=CC=2OC)CCCCC1.